This data is from Full USPTO retrosynthesis dataset with 1.9M reactions from patents (1976-2016). The task is: Predict the reactants needed to synthesize the given product. (1) Given the product [F:1][C:2]1[CH:9]=[CH:8][CH:7]=[C:6]([I:10])[C:3]=1[CH2:4][NH2:5], predict the reactants needed to synthesize it. The reactants are: [F:1][C:2]1[CH:9]=[CH:8][CH:7]=[C:6]([I:10])[C:3]=1[C:4]#[N:5].Cl.C(=O)(O)[O-].[Na+]. (2) The reactants are: [CH3:1][C:2](OC(C)=O)=[O:3].[NH2:8][C:9]1[C:27]([C:28]2[CH:33]=[CH:32][CH:31]=[CH:30][N:29]=2)=[C:12]2[NH:13][C:14]([C:18]3[CH:26]=[CH:25][C:21]4[O:22][CH2:23][O:24][C:20]=4[CH:19]=3)=[CH:15][C:16](=[O:17])[N:11]2[N:10]=1. Given the product [O:22]1[C:21]2[CH:25]=[CH:26][C:18]([C:14]3[NH:13][C:12]4[N:11]([N:10]=[C:9]([NH:8][C:2](=[O:3])[CH3:1])[C:27]=4[C:28]4[CH:33]=[CH:32][CH:31]=[CH:30][N:29]=4)[C:16](=[O:17])[CH:15]=3)=[CH:19][C:20]=2[O:24][CH2:23]1, predict the reactants needed to synthesize it. (3) The reactants are: [CH3:1][O:2][C:3]1[CH:4]=[C:5]2[C:10](=[CH:11][CH:12]=1)[N:9]=[C:8]([NH:13][CH2:14][CH2:15][CH2:16][NH2:17])[CH:7]=[C:6]2[CH3:18].[N+:19]([C:22]1[S:26][CH:25]=[C:24]([CH:27]=O)[CH:23]=1)([O-:21])=[O:20]. Given the product [CH3:1][O:2][C:3]1[CH:4]=[C:5]2[C:10](=[CH:11][CH:12]=1)[N:9]=[C:8]([NH:13][CH2:14][CH2:15][CH2:16][NH:17][CH2:27][C:24]1[CH:23]=[C:22]([N+:19]([O-:21])=[O:20])[S:26][CH:25]=1)[CH:7]=[C:6]2[CH3:18], predict the reactants needed to synthesize it. (4) The reactants are: [NH2:1][C:2]1[C:3]([C:24](N)=[O:25])=[N:4][C:5]([C:14]2[CH:19]=[CH:18][C:17](=[O:20])[N:16]([CH:21]([CH3:23])[CH3:22])[N:15]=2)=[C:6]([C:8]2[CH:13]=[CH:12][CH:11]=[CH:10][CH:9]=2)[N:7]=1.Cl.[OH-:28].[Na+]. Given the product [NH2:1][C:2]1[C:3]([C:24]([OH:25])=[O:28])=[N:4][C:5]([C:14]2[CH:19]=[CH:18][C:17](=[O:20])[N:16]([CH:21]([CH3:23])[CH3:22])[N:15]=2)=[C:6]([C:8]2[CH:9]=[CH:10][CH:11]=[CH:12][CH:13]=2)[N:7]=1, predict the reactants needed to synthesize it. (5) Given the product [CH2:45]([O:47][C:48]1[CH:53]=[N:52][C:51]([C:54]2[CH:55]=[C:56]([CH:57]=[CH:58][CH:59]=2)[CH2:31][C:32]2[C:37](=[O:38])[CH:36]=[CH:35][N:34]([C:39]3[CH:40]=[N:41][N:42]([CH3:44])[CH:43]=3)[N:33]=2)=[N:50][CH:49]=1)[CH3:46], predict the reactants needed to synthesize it. The reactants are: [Cl-].CN(C1C(C2C(P(C3CCCCC3)C3CCCCC3)=CC=CC=2)=CC=CC=1)C.Cl[CH2:31][C:32]1[C:37](=[O:38])[CH:36]=[CH:35][N:34]([C:39]2[CH:40]=[N:41][N:42]([CH3:44])[CH:43]=2)[N:33]=1.[CH2:45]([O:47][C:48]1[CH:49]=[N:50][C:51]([C:54]2[CH:59]=[CH:58][CH:57]=[C:56](B3OC(C)(C)C(C)(C)O3)[CH:55]=2)=[N:52][CH:53]=1)[CH3:46].[O-]P([O-])([O-])=O.[K+].[K+].[K+].